Dataset: Catalyst prediction with 721,799 reactions and 888 catalyst types from USPTO. Task: Predict which catalyst facilitates the given reaction. Reactant: [CH3:1][O:2][C:3]1[N:8]=[CH:7][C:6]([CH2:9][S:10][CH2:11][C:12]([OH:14])=[O:13])=[CH:5][C:4]=1[N+:15]([O-:17])=[O:16].[OH:18]O. Product: [CH3:1][O:2][C:3]1[N:8]=[CH:7][C:6]([CH2:9][S:10]([CH2:11][C:12]([OH:14])=[O:13])=[O:18])=[CH:5][C:4]=1[N+:15]([O-:17])=[O:16]. The catalyst class is: 15.